From a dataset of Catalyst prediction with 721,799 reactions and 888 catalyst types from USPTO. Predict which catalyst facilitates the given reaction. (1) Reactant: CP(C)C.[N:5]([CH2:8][C:9]1[N:10]=[C:11]([NH:14][C:15]([NH:17][CH2:18][C:19]2[CH:24]=[CH:23][CH:22]=[C:21]([F:25])[CH:20]=2)=[O:16])[S:12][CH:13]=1)=[N+]=[N-].[ClH:26]. Product: [ClH:26].[NH2:5][CH2:8][C:9]1[N:10]=[C:11]([NH:14][C:15]([NH:17][CH2:18][C:19]2[CH:24]=[CH:23][CH:22]=[C:21]([F:25])[CH:20]=2)=[O:16])[S:12][CH:13]=1. The catalyst class is: 1. (2) Reactant: [Br:1][C:2]1[CH:3]=[C:4]([C@:9]2([CH3:27])[CH2:14][C:13]([CH2:16]I)([CH3:15])[S:12][C:11]([NH:18][C:19](=[O:26])[C:20]3[CH:25]=[CH:24][CH:23]=[CH:22][CH:21]=3)=[N:10]2)[CH:5]=[CH:6][C:7]=1[F:8].C([SnH](CCCC)CCCC)CCC.C(OCC)(=O)C. Product: [Br:1][C:2]1[CH:3]=[C:4]([C@:9]2([CH3:27])[CH2:14][C:13]([CH3:16])([CH3:15])[S:12][C:11]([NH:18][C:19](=[O:26])[C:20]3[CH:21]=[CH:22][CH:23]=[CH:24][CH:25]=3)=[N:10]2)[CH:5]=[CH:6][C:7]=1[F:8]. The catalyst class is: 11. (3) Reactant: [Cl:1][C:2]1[N:7]=C(Cl)[C:5]([CH2:9][C:10]([O:12][CH3:13])=[O:11])=[C:4]([CH3:14])[N:3]=1.COCCOC.B(O)(O)[C:22]1[CH:23]=[CH:24][C:25]([CH3:28])=[CH:26][CH:27]=1.C(N(C(C)C)CC)(C)C. Product: [Cl:1][C:2]1[N:3]=[C:4]([CH3:14])[C:5]([CH2:9][C:10]([O:12][CH3:13])=[O:11])=[C:28]([C:25]2[CH:24]=[CH:23][CH:22]=[CH:27][CH:26]=2)[N:7]=1. The catalyst class is: 690. (4) Reactant: [O:1]=[C:2]1[C:11]([N:12]2[CH2:17][CH2:16][CH2:15][CH2:14][CH2:13]2)=[N:10][C:9]2[C:4](=[CH:5][CH:6]=[C:7]([C:18]([O:20][CH3:21])=[O:19])[CH:8]=2)[NH:3]1.N1C=CC=CC=1.[O:28](S(C(F)(F)F)(=O)=O)[S:29]([C:32]([F:35])([F:34])[F:33])(=O)=[O:30]. Product: [N:12]1([C:11]2[C:2]([O:1][S:29]([C:32]([F:35])([F:34])[F:33])(=[O:30])=[O:28])=[N:3][C:4]3[C:9]([N:10]=2)=[CH:8][C:7]([C:18]([O:20][CH3:21])=[O:19])=[CH:6][CH:5]=3)[CH2:17][CH2:16][CH2:15][CH2:14][CH2:13]1. The catalyst class is: 4. (5) Reactant: [NH2:1][C:2]1[CH:3]=[C:4]([C:24]2[CH:29]=[CH:28][C:27]([O:30][CH3:31])=[CH:26][CH:25]=2)[CH:5]=[CH:6][C:7]=1[C:8]([NH:10][C@H:11]([C:20]([O:22][CH3:23])=[O:21])[CH2:12][C:13]([O:15][C:16]([CH3:19])([CH3:18])[CH3:17])=[O:14])=[O:9].[N:32]([C:35]1[C:40]([CH3:41])=[CH:39][C:38]([CH3:42])=[CH:37][C:36]=1[CH3:43])=[C:33]=[O:34]. Product: [CH3:31][O:30][C:27]1[CH:26]=[CH:25][C:24]([C:4]2[CH:5]=[CH:6][C:7]([C:8]([NH:10][C@H:11]([C:20]([O:22][CH3:23])=[O:21])[CH2:12][C:13]([O:15][C:16]([CH3:18])([CH3:17])[CH3:19])=[O:14])=[O:9])=[C:2]([NH:1][C:33]([NH:32][C:35]3[C:36]([CH3:43])=[CH:37][C:38]([CH3:42])=[CH:39][C:40]=3[CH3:41])=[O:34])[CH:3]=2)=[CH:29][CH:28]=1. The catalyst class is: 17. (6) Reactant: [NH:1]1[C:6](=O)[CH2:5][O:4][C:3]2[N:8]=[CH:9][CH:10]=[CH:11][C:2]1=2.B.C1COCC1. Product: [NH:1]1[CH2:6][CH2:5][O:4][C:3]2[N:8]=[CH:9][CH:10]=[CH:11][C:2]1=2. The catalyst class is: 1.